Dataset: Catalyst prediction with 721,799 reactions and 888 catalyst types from USPTO. Task: Predict which catalyst facilitates the given reaction. (1) Reactant: CC1(C)[O:6][C@H:5]2[C@H:7]([N:12]3[C:16]4[N:17]=[CH:18][N:19]=[C:20]([CH3:21])[C:15]=4[CH:14]=[CH:13]3)[O:8][C@@H:9]([CH:10]=[O:11])[C@H:4]2[O:3]1.[CH3:23][Mg]Br. Product: [OH:11][C@@H:10]([C@H:9]1[C@@H:4]([OH:3])[C@@H:5]([OH:6])[C@H:7]([N:12]2[C:16]3[N:17]=[CH:18][N:19]=[C:20]([CH3:21])[C:15]=3[CH:14]=[CH:13]2)[O:8]1)[CH3:23]. The catalyst class is: 1. (2) Reactant: [NH2:1][CH2:2][C:3]1[C:4]([CH3:10])=[N:5][CH:6]=[CH:7][C:8]=1[CH3:9].[N-]1C=CN=C1.[Cl:16][C:17]1[CH:33]=[C:32]([F:34])[C:31]([F:35])=[CH:30][C:18]=1[C:19]([NH:21][C:22]1[NH:26][N:25]=[C:24]([C:27](O)=[O:28])[CH:23]=1)=[O:20].O.[OH-].[K+]. Product: [CH3:10][C:4]1[C:3]([CH2:2][NH:1][C:27]([C:24]2[CH:23]=[C:22]([NH:21][C:19](=[O:20])[C:18]3[CH:30]=[C:31]([F:35])[C:32]([F:34])=[CH:33][C:17]=3[Cl:16])[NH:26][N:25]=2)=[O:28])=[C:8]([CH3:9])[CH:7]=[CH:6][N:5]=1. The catalyst class is: 9. (3) Reactant: [C:1](Cl)(=O)[C:2]([Cl:4])=[O:3].[CH:7]12[CH2:14]C[CH:10]([CH2:11][CH2:12]1)[CH:9]=[C:8]2C(O)=O. Product: [CH:10]12[CH2:11][CH2:12][CH:7]([CH2:8][CH2:9]1)[CH:14]=[C:1]2[C:2]([Cl:4])=[O:3]. The catalyst class is: 59. (4) Reactant: [I:1][C:2]1[CH:7]=[CH:6][C:5]([CH2:8][C:9]2[C:10](=[O:17])[NH:11][NH:12][C:13]=2[CH:14]([CH3:16])[CH3:15])=[CH:4][CH:3]=1.N1C=CN=C1.[CH:23]([Si:26](Cl)([CH:30]([CH3:32])[CH3:31])[CH:27]([CH3:29])[CH3:28])([CH3:25])[CH3:24].O. Product: [I:1][C:2]1[CH:7]=[CH:6][C:5]([CH2:8][C:9]2[C:10]([O:17][Si:26]([CH:30]([CH3:32])[CH3:31])([CH:27]([CH3:29])[CH3:28])[CH:23]([CH3:25])[CH3:24])=[N:11][NH:12][C:13]=2[CH:14]([CH3:15])[CH3:16])=[CH:4][CH:3]=1. The catalyst class is: 9. (5) Product: [CH:35]([OH:37])=[O:36].[CH2:14]([C:18]1[CH:19]=[C:20]2[C:25](=[C:26]([O:28][CH:29]3[CH2:30][CH2:31][N:32]([CH2:6][CH:7]4[CH2:12][CH2:11][CH2:10][NH:9][C:8]4=[O:13])[CH2:33][CH2:34]3)[CH:27]=1)[N:24]=[CH:23][CH:22]=[CH:21]2)[CH2:15][CH2:16][CH3:17]. The catalyst class is: 3. Reactant: CS(O[CH2:6][CH:7]1[CH2:12][CH2:11][CH2:10][NH:9][C:8]1=[O:13])(=O)=O.[CH2:14]([C:18]1[CH:19]=[C:20]2[C:25](=[C:26]([O:28][CH:29]3[CH2:34][CH2:33][NH:32][CH2:31][CH2:30]3)[CH:27]=1)[N:24]=[CH:23][CH:22]=[CH:21]2)[CH2:15][CH2:16][CH3:17].[C:35](=O)([OH:37])[O-:36].[Na+].[I-].[Na+]. (6) Reactant: [CH3:1][C:2]1([CH3:33])[CH2:7][CH2:6][CH:5]([N:8]([CH2:16][C:17]2[CH:22]=[CH:21][C:20]([C:23]3[CH:28]=[CH:27][CH:26]=[C:25]([C:29]([O:31]C)=[O:30])[CH:24]=3)=[CH:19][CH:18]=2)[C:9]([O:11][C:12]([CH3:15])([CH3:14])[CH3:13])=[O:10])[CH2:4][CH2:3]1.O[Li].O.O. Product: [CH3:1][C:2]1([CH3:33])[CH2:3][CH2:4][CH:5]([N:8]([CH2:16][C:17]2[CH:22]=[CH:21][C:20]([C:23]3[CH:28]=[CH:27][CH:26]=[C:25]([C:29]([OH:31])=[O:30])[CH:24]=3)=[CH:19][CH:18]=2)[C:9]([O:11][C:12]([CH3:13])([CH3:14])[CH3:15])=[O:10])[CH2:6][CH2:7]1. The catalyst class is: 1. (7) Reactant: [H][H].[C:3]([N:6]1[C:15]2[C:10](=[C:11]([O:29][CH2:30][CH2:31][CH3:32])[C:12]([C:16]3[CH2:21][CH2:20][N:19]([C:22]([O:24][C:25]([CH3:28])([CH3:27])[CH3:26])=[O:23])[CH2:18][CH:17]=3)=[CH:13][CH:14]=2)[CH2:9][CH2:8][C@@H:7]1[CH3:33])(=[O:5])[CH3:4]. Product: [C:3]([N:6]1[C:15]2[C:10](=[C:11]([O:29][CH2:30][CH2:31][CH3:32])[C:12]([CH:16]3[CH2:21][CH2:20][N:19]([C:22]([O:24][C:25]([CH3:27])([CH3:26])[CH3:28])=[O:23])[CH2:18][CH2:17]3)=[CH:13][CH:14]=2)[CH2:9][CH2:8][C@@H:7]1[CH3:33])(=[O:5])[CH3:4]. The catalyst class is: 105. (8) Reactant: [OH:1][CH2:2][CH2:3][N:4]1[CH2:9][CH2:8][NH:7][CH2:6][CH2:5]1.[Si:10](Cl)([C:13]([CH3:16])([CH3:15])[CH3:14])([CH3:12])[CH3:11]. Product: [CH3:14][C:13]([Si:10]([CH3:12])([CH3:11])[O:1][CH2:2][CH2:3][N:4]1[CH2:9][CH2:8][NH:7][CH2:6][CH2:5]1)([CH3:16])[CH3:15]. The catalyst class is: 4. (9) Product: [CH3:1][C:2]1[CH:13]=[C:12]([CH3:14])[CH:11]=[C:10]([CH:15]2[CH2:19][CH2:18][O:17][CH2:16]2)[C:3]=1[O:4][CH2:5][C:6]([NH:21][NH2:22])=[O:7]. The catalyst class is: 14. Reactant: [CH3:1][C:2]1[CH:13]=[C:12]([CH3:14])[CH:11]=[C:10]([CH:15]2[CH2:19][CH2:18][O:17][CH2:16]2)[C:3]=1[O:4][CH2:5][C:6](OC)=[O:7].O.[NH2:21][NH2:22].